Task: Predict the reaction yield, written as a fraction of the theoretical maximum amount of product (1.0 means a 100% yield; for example, 0.34 means a 34% yield).. Dataset: Reaction yield outcomes from USPTO patents with 853,638 reactions (1) The yield is 0.350. The product is [Br:1][C:2]1[N:7]=[CH:6][C:5]2[C:8]([NH:67][CH:65]3[CH2:66][O:63][CH2:64]3)=[N:9][N:10]([CH:11]([CH3:13])[CH3:12])[C:4]=2[CH:3]=1. The catalyst is O1CCOCC1.C([O-])(=O)C.[Pd+2].C([O-])(=O)C. The reactants are [Br:1][C:2]1[N:7]=[CH:6][C:5]2[C:8](I)=[N:9][N:10]([CH:11]([CH3:13])[CH3:12])[C:4]=2[CH:3]=1.C1(P(C2C=CC=CC=2)C2C3OC4C(=CC=CC=4P(C4C=CC=CC=4)C4C=CC=CC=4)C(C)(C)C=3C=CC=2)C=CC=CC=1.C(=O)([O-])[O-].[Cs+].[Cs+].[O:63]1[CH2:66][CH:65]([NH2:67])[CH2:64]1. (2) The reactants are [CH3:1][O:2][C:3](=[O:14])[CH2:4][C:5]1[CH:10]=[C:9](Br)[CH:8]=[CH:7][C:6]=1[O:12][CH3:13].C1(P(C2CCCCC2)C2C=CC=CC=2C2C(OC)=CC=CC=2OC)CCCCC1.P([O-])([O-])([O-])=O.[K+].[K+].[K+].[CH2:52]([C:54]([OH:86])([CH2:84][CH3:85])/[CH:55]=[CH:56]/[C:57]1[CH:62]=[CH:61][C:60]([C:63]([CH2:81][CH3:82])([C:66]2[CH:71]=[CH:70][C:69](B3OC(C)(C)C(C)(C)O3)=[CH:68][CH:67]=2)[CH2:64][CH3:65])=[CH:59][C:58]=1[CH3:83])[CH3:53].C(=O)(O)[O-].[Na+]. The catalyst is C1(C)C=CC=CC=1.C([O-])(=O)C.[Pd+2].C([O-])(=O)C.O. The product is [CH3:1][O:2][C:3](=[O:14])[CH2:4][C:5]1[CH:10]=[C:9]([C:69]2[CH:68]=[CH:67][C:66]([C:63]([CH2:81][CH3:82])([C:60]3[CH:61]=[CH:62][C:57](/[CH:56]=[CH:55]/[C:54]([CH2:84][CH3:85])([OH:86])[CH2:52][CH3:53])=[C:58]([CH3:83])[CH:59]=3)[CH2:64][CH3:65])=[CH:71][CH:70]=2)[CH:8]=[CH:7][C:6]=1[O:12][CH3:13]. The yield is 0.640.